This data is from Reaction yield outcomes from USPTO patents with 853,638 reactions. The task is: Predict the reaction yield, written as a fraction of the theoretical maximum amount of product (1.0 means a 100% yield; for example, 0.34 means a 34% yield). (1) The reactants are O1CCOCC1.C([C:11]1[C:12](Cl)=[N:13][CH:14]=[C:15]([Cl:34])[C:16]=1[CH:17]([S:26][C:27]1[CH:32]=[CH:31][C:30]([Cl:33])=[CH:29][CH:28]=1)[C:18]1[CH:23]=[C:22]([F:24])[CH:21]=[CH:20][C:19]=1[F:25])(C)(C)C.[C:36]([O:40][C:41](=[O:50])[NH:42][CH2:43][CH:44]1[O:49][CH2:48][CH2:47][NH:46][CH2:45]1)([CH3:39])([CH3:38])[CH3:37]. The catalyst is C(OCC)(=O)C. The product is [C:36]([O:40][C:41](=[O:50])[NH:42][CH2:43][CH:44]1[O:49][CH2:48][CH2:47][N:46]([C:12]2[CH:11]=[C:16]([CH:17]([S:26][C:27]3[CH:28]=[CH:29][C:30]([Cl:33])=[CH:31][CH:32]=3)[C:18]3[CH:23]=[C:22]([F:24])[CH:21]=[CH:20][C:19]=3[F:25])[C:15]([Cl:34])=[CH:14][N:13]=2)[CH2:45]1)([CH3:39])([CH3:37])[CH3:38]. The yield is 0.520. (2) The reactants are [CH3:1][C:2]1[CH:7]=[C:6]([C:8]2[CH:13]=[CH:12][C:11]([NH2:14])=[CH:10][CH:9]=2)[CH:5]=[CH:4][N:3]=1.C[Al](C)C.C1(C)C=CC=CC=1.[N:26]1([CH:35]([CH3:40])[C:36](OC)=[O:37])[C:34]2[C:29](=[CH:30][CH:31]=[CH:32][CH:33]=2)[CH:28]=[CH:27]1. The catalyst is C(Cl)Cl.[C@H](O)(C([O-])=O)[C@@H](O)C([O-])=O.[Na+].[K+]. The product is [N:26]1([CH:35]([CH3:40])[C:36]([NH:14][C:11]2[CH:12]=[CH:13][C:8]([C:6]3[CH:5]=[CH:4][N:3]=[C:2]([CH3:1])[CH:7]=3)=[CH:9][CH:10]=2)=[O:37])[C:34]2[C:29](=[CH:30][CH:31]=[CH:32][CH:33]=2)[CH:28]=[CH:27]1. The yield is 0.360. (3) The reactants are [NH:1]1[CH2:5][CH2:4][CH2:3][CH2:2]1.[C:6]([C:10]1[CH:14]=[C:13]([NH:15][C:16]([NH:18][C@@H:19]2[C:28]3[C:23](=[CH:24][CH:25]=[CH:26][CH:27]=3)[C@H:22]([O:29][C:30]3[CH:31]=[CH:32][C:33]4[N:34]([C:36]([N:39]5[C@H:44]([CH3:45])[CH2:43][CH2:42][CH2:41][C@@H:40]5[CH3:46])=[N:37][N:38]=4)[CH:35]=3)[CH2:21][CH2:20]2)=[O:17])[N:12]([C:47]2[CH:48]=[C:49]([CH:58]=[CH:59][CH:60]=2)[O:50][CH2:51][CH2:52]OS(C)(=O)=O)[N:11]=1)([CH3:9])([CH3:8])[CH3:7]. The catalyst is C1COCC1. The product is [C:6]([C:10]1[CH:14]=[C:13]([NH:15][C:16]([NH:18][C@@H:19]2[C:28]3[C:23](=[CH:24][CH:25]=[CH:26][CH:27]=3)[C@H:22]([O:29][C:30]3[CH:31]=[CH:32][C:33]4[N:34]([C:36]([N:39]5[C@H:40]([CH3:46])[CH2:41][CH2:42][CH2:43][C@@H:44]5[CH3:45])=[N:37][N:38]=4)[CH:35]=3)[CH2:21][CH2:20]2)=[O:17])[N:12]([C:47]2[CH:60]=[CH:59][CH:58]=[C:49]([O:50][CH2:51][CH2:52][N:1]3[CH2:5][CH2:4][CH2:3][CH2:2]3)[CH:48]=2)[N:11]=1)([CH3:7])([CH3:8])[CH3:9]. The yield is 0.250. (4) The reactants are [NH:1]1[C:10]2[C:5](=[CH:6][CH:7]=[CH:8][CH:9]=2)[CH2:4][CH2:3][C:2]1=[O:11].[H-].[Na+].[CH3:14][O:15][C:16]1[CH:23]=[CH:22][C:19]([CH2:20]Cl)=[CH:18][CH:17]=1. The catalyst is CN(C=O)C. The product is [CH3:14][O:15][C:16]1[CH:23]=[CH:22][C:19]([CH2:20][N:1]2[C:10]3[C:5](=[CH:6][CH:7]=[CH:8][CH:9]=3)[CH2:4][CH2:3][C:2]2=[O:11])=[CH:18][CH:17]=1. The yield is 0.950. (5) The reactants are Cl.[N:2]1([NH2:8])[CH2:7][CH2:6][CH2:5][CH2:4][CH2:3]1.N1C=CC=CC=1.[Cl:15][C:16]1[CH:21]=[C:20]([Cl:22])[CH:19]=[CH:18][C:17]=1[C:23]1[N:24]([C:32]2[CH:37]=[CH:36][C:35]([O:38][CH2:39][CH2:40][C:41]([F:44])([F:43])[F:42])=[CH:34][CH:33]=2)[C:25]([CH3:31])=[C:26]([C:28](Cl)=[O:29])[N:27]=1. The catalyst is C(Cl)Cl. The product is [Cl:15][C:16]1[CH:21]=[C:20]([Cl:22])[CH:19]=[CH:18][C:17]=1[C:23]1[N:24]([C:32]2[CH:33]=[CH:34][C:35]([O:38][CH2:39][CH2:40][C:41]([F:43])([F:44])[F:42])=[CH:36][CH:37]=2)[C:25]([CH3:31])=[C:26]([C:28]([NH:8][N:2]2[CH2:7][CH2:6][CH2:5][CH2:4][CH2:3]2)=[O:29])[N:27]=1. The yield is 0.410. (6) The reactants are [Cl:1][C:2]1[C:7]2=[N:8][C:9]([OH:13])=[C:10]([CH3:12])[N:11]=[C:6]2[CH:5]=[CH:4][N:3]=1.CCN(C(C)C)C(C)C.[CH3:23][S:24](Cl)(=[O:26])=[O:25]. The catalyst is C(Cl)Cl. The product is [CH3:23][S:24]([O:13][C:9]1[N:8]=[C:7]2[C:2]([Cl:1])=[N:3][CH:4]=[CH:5][C:6]2=[N:11][C:10]=1[CH3:12])(=[O:26])=[O:25]. The yield is 0.640. (7) The reactants are Cl[C:2]1[N:7]=[CH:6][C:5]2[N:8]=[C:9]([C@H:17]([O:19][CH:20]3[CH2:25][CH2:24][CH2:23][CH2:22][O:21]3)[CH3:18])[N:10]([C@@H:11]([CH3:16])[C:12]([F:15])([F:14])[F:13])[C:4]=2[CH:3]=1.[F:26][C@@H:27]1[C@H:32]([O:33][CH3:34])[CH2:31][CH2:30][N:29]([C:35]2[N:40]=[C:39]([NH2:41])[CH:38]=[CH:37][N:36]=2)[CH2:28]1.C1(P(C2CCCCC2)C2C=CC=CC=2C2C(C(C)C)=CC(C(C)C)=CC=2C(C)C)CCCCC1.C(=O)([O-])[O-].[Cs+].[Cs+]. The catalyst is O1CCOCC1.C1C=CC(/C=C/C(/C=C/C2C=CC=CC=2)=O)=CC=1.C1C=CC(/C=C/C(/C=C/C2C=CC=CC=2)=O)=CC=1.C1C=CC(/C=C/C(/C=C/C2C=CC=CC=2)=O)=CC=1.[Pd].[Pd]. The product is [F:26][C@@H:27]1[C@H:32]([O:33][CH3:34])[CH2:31][CH2:30][N:29]([C:35]2[N:40]=[C:39]([NH:41][C:2]3[N:7]=[CH:6][C:5]4[N:8]=[C:9]([C@H:17]([O:19][CH:20]5[CH2:25][CH2:24][CH2:23][CH2:22][O:21]5)[CH3:18])[N:10]([C@@H:11]([CH3:16])[C:12]([F:15])([F:14])[F:13])[C:4]=4[CH:3]=3)[CH:38]=[CH:37][N:36]=2)[CH2:28]1. The yield is 0.480. (8) The reactants are [O:1]1[CH2:4][CH:3](CS([O-])(=O)=O)[CH2:2]1.[Br:10][C:11]1[CH:12]=[C:13]2[C:17](=C[CH:19]=1)[NH:16][CH:15]=[CH:14]2.C(=O)([O-])[O-].[Cs+].[Cs+].C[N:27](C=O)C. No catalyst specified. The product is [Br:10][C:11]1[CH:12]=[C:13]2[CH:14]=[CH:15][N:16]([CH:3]3[CH2:4][O:1][CH2:2]3)[C:17]2=[N:27][CH:19]=1. The yield is 0.305. (9) The reactants are C([O:3][C:4](=[O:31])[CH2:5][C:6]1[C:15]2[C:10](=[CH:11][C:12]([O:16][CH2:17][C:18]3[CH:23]=[CH:22][CH:21]=[C:20]([O:24][C:25]4[CH:30]=[CH:29][CH:28]=[CH:27][CH:26]=4)[CH:19]=3)=[CH:13][CH:14]=2)[CH2:9][CH2:8][CH:7]=1)C.C(O)C.[OH-].[Na+].Cl. The catalyst is O.O1CCCC1. The product is [O:24]([C:20]1[CH:19]=[C:18]([CH:23]=[CH:22][CH:21]=1)[CH2:17][O:16][C:12]1[CH:11]=[C:10]2[C:15](=[CH:14][CH:13]=1)[C:6]([CH2:5][C:4]([OH:31])=[O:3])=[CH:7][CH2:8][CH2:9]2)[C:25]1[CH:26]=[CH:27][CH:28]=[CH:29][CH:30]=1. The yield is 0.340. (10) The reactants are [Si:1]([O:18][CH2:19][C:20]1[C:21]([N:35]2[CH2:40][C@H:39]([CH3:41])[O:38][C@H:37]([CH3:42])[CH2:36]2)=[C:22]([F:34])[C:23]2[O:27][N:26]=[C:25]([C:28]([O:30]CC)=O)[C:24]=2[CH:33]=1)([C:14]([CH3:17])([CH3:16])[CH3:15])([C:8]1[CH:13]=[CH:12][CH:11]=[CH:10][CH:9]=1)[C:2]1[CH:7]=[CH:6][CH:5]=[CH:4][CH:3]=1.[NH2:43][NH2:44]. The yield is 0.725. The product is [Si:1]([O:18][CH2:19][C:20]1[C:21]([N:35]2[CH2:40][C@H:39]([CH3:41])[O:38][C@H:37]([CH3:42])[CH2:36]2)=[C:22]([F:34])[C:23]2[O:27][N:26]=[C:25]([C:28]([NH:43][NH2:44])=[O:30])[C:24]=2[CH:33]=1)([C:14]([CH3:15])([CH3:17])[CH3:16])([C:8]1[CH:9]=[CH:10][CH:11]=[CH:12][CH:13]=1)[C:2]1[CH:3]=[CH:4][CH:5]=[CH:6][CH:7]=1. The catalyst is C(O)C.ClCCl.[Cl-].[Na+].O.